Dataset: Catalyst prediction with 721,799 reactions and 888 catalyst types from USPTO. Task: Predict which catalyst facilitates the given reaction. (1) Reactant: [CH2:1]([N:8]([CH2:19][C:20]1[CH:25]=[CH:24][CH:23]=[CH:22][CH:21]=1)[C:9]1[CH:10]=[C:11]([C:16](=[O:18])[CH3:17])[CH:12]=[C:13]([F:15])[CH:14]=1)[C:2]1[CH:7]=[CH:6][CH:5]=[CH:4][CH:3]=1.[CH3:26][N:27]([CH:29](OC)OC)[CH3:28]. Product: [CH2:19]([N:8]([CH2:1][C:2]1[CH:3]=[CH:4][CH:5]=[CH:6][CH:7]=1)[C:9]1[CH:10]=[C:11]([C:16](=[O:18])/[CH:17]=[CH:26]/[N:27]([CH3:29])[CH3:28])[CH:12]=[C:13]([F:15])[CH:14]=1)[C:20]1[CH:25]=[CH:24][CH:23]=[CH:22][CH:21]=1. The catalyst class is: 11. (2) Reactant: [CH3:1][O:2][C:3]1[CH:4]=[C:5]2[C:10](=[CH:11][C:12]=1[O:13][CH3:14])[N:9]=[CH:8][CH:7]=[C:6]2[O:15][C:16]1[CH:21]=[CH:20][C:19]([NH:22][C:23](=O)[CH2:24][CH2:25][O:26][C:27]2[CH:32]=[CH:31][CH:30]=[CH:29][CH:28]=2)=[CH:18][CH:17]=1.Cl.[OH-].[Na+]. Product: [CH3:1][O:2][C:3]1[CH:4]=[C:5]2[C:10](=[CH:11][C:12]=1[O:13][CH3:14])[N:9]=[CH:8][CH:7]=[C:6]2[O:15][C:16]1[CH:21]=[CH:20][C:19]([NH:22][CH2:23][CH2:24][CH2:25][O:26][C:27]2[CH:32]=[CH:31][CH:30]=[CH:29][CH:28]=2)=[CH:18][CH:17]=1. The catalyst class is: 7. (3) Reactant: [CH2:1]([C:4]1[CH:12]=[CH:11][C:7]([CH:8]=[N:9][OH:10])=[CH:6][CH:5]=1)[CH2:2][CH3:3].[Cl:13]NC(=O)CCC(N)=O. Product: [OH:10][N:9]=[C:8]([Cl:13])[C:7]1[CH:11]=[CH:12][C:4]([CH2:1][CH2:2][CH3:3])=[CH:5][CH:6]=1. The catalyst class is: 9.